Dataset: Full USPTO retrosynthesis dataset with 1.9M reactions from patents (1976-2016). Task: Predict the reactants needed to synthesize the given product. (1) The reactants are: Cl[C:2]1[N:7]=[C:6]2[N:8]([CH3:12])[C:9]([CH3:11])=[N:10][C:5]2=[C:4]([NH:13][CH2:14][C:15]2[C:20]([CH3:21])=[CH:19][CH:18]=[CH:17][C:16]=2[CH2:22][CH3:23])[CH:3]=1.C(N(CC)CC)C. Given the product [CH2:22]([C:16]1[CH:17]=[CH:18][CH:19]=[C:20]([CH3:21])[C:15]=1[CH2:14][NH:13][C:4]1[CH:3]=[CH:2][N:7]=[C:6]2[N:8]([CH3:12])[C:9]([CH3:11])=[N:10][C:5]=12)[CH3:23], predict the reactants needed to synthesize it. (2) Given the product [CH:12]1([NH:16][CH2:11][CH:9]([C:3]2[CH:4]=[CH:5][CH:6]=[C:7]([Cl:8])[C:2]=2[Cl:1])[OH:10])[CH2:15][CH2:14][CH2:13]1, predict the reactants needed to synthesize it. The reactants are: [Cl:1][C:2]1[C:7]([Cl:8])=[CH:6][CH:5]=[CH:4][C:3]=1[CH:9]1[CH2:11][O:10]1.[CH:12]1([NH2:16])[CH2:15][CH2:14][CH2:13]1. (3) Given the product [CH2:116]([O:115][C:113](=[O:114])[CH2:112][CH2:111][NH:110][C:59]([C@:61]12[CH2:96][CH2:95][C@@H:94]([C:97]([CH2:35][O:36][CH2:37][CH2:38][N:39]3[CH2:40][CH2:41][O:42][CH2:43][CH2:44]3)=[CH2:98])[C@@H:62]1[C@@H:63]1[C@@:76]([CH3:79])([CH2:77][CH2:78]2)[C@@:75]2([CH3:80])[C@@H:66]([C@:67]3([CH3:93])[C@@H:72]([CH2:73][CH2:74]2)[C:71]([CH3:82])([CH3:81])[C:70]([C:83]2[CH:84]=[CH:85][C:86]([C:87]([O:89][CH3:90])=[O:88])=[CH:91][CH:92]=2)=[CH:69][CH2:68]3)[CH2:65][CH2:64]1)=[O:60])[CH3:117], predict the reactants needed to synthesize it. The reactants are: COC(C1C=CC(C2C(C)(C)[C@H]3[C@](C)(CC=2)[C@@H]2[C@](C)([C@@]4(C)[C@H](CC2)[C@H]2[C@H](C([CH2:35][O:36][CH2:37][CH2:38][N:39]5[CH2:44][CH2:43][O:42][CH2:41][CH2:40]5)=C)CC[C@]2(C(O)=O)CC4)CC3)=CC=1)=O.C(Cl)(=O)C(Cl)=O.Cl[C:59]([C@:61]12[CH2:96][CH2:95][C@@H:94]([C:97](COCCN3CCOCC3)=[CH2:98])[C@@H:62]1[C@@H:63]1[C@@:76]([CH3:79])([CH2:77][CH2:78]2)[C@@:75]2([CH3:80])[C@@H:66]([C@:67]3([CH3:93])[C@@H:72]([CH2:73][CH2:74]2)[C:71]([CH3:82])([CH3:81])[C:70]([C:83]2[CH:92]=[CH:91][C:86]([C:87]([O:89][CH3:90])=[O:88])=[CH:85][CH:84]=2)=[CH:69][CH2:68]3)[CH2:65][CH2:64]1)=[O:60].Cl.[NH2:110][CH2:111][CH2:112][C:113]([O:115][CH2:116][CH3:117])=[O:114].C(N(C(C)C)CC)(C)C. (4) Given the product [N+:17]([C:20]1[CH:21]=[C:22]([CH:25]=[CH:26][CH:27]=1)[CH2:23][NH:1][C:2]1[CH:16]=[CH:15][C:5]2[C:6](=[O:14])[NH:7][C:8]3[C:13]([C:4]=2[CH:3]=1)=[CH:12][CH:11]=[CH:10][N:9]=3)([O-:19])=[O:18], predict the reactants needed to synthesize it. The reactants are: [NH2:1][C:2]1[CH:16]=[CH:15][C:5]2[C:6](=[O:14])[NH:7][C:8]3[C:13]([C:4]=2[CH:3]=1)=[CH:12][CH:11]=[CH:10][N:9]=3.[N+:17]([C:20]1[CH:21]=[C:22]([CH:25]=[CH:26][CH:27]=1)[CH2:23]Br)([O-:19])=[O:18].